Dataset: Catalyst prediction with 721,799 reactions and 888 catalyst types from USPTO. Task: Predict which catalyst facilitates the given reaction. (1) Reactant: C[O-].[Na+].[CH3:4][N:5]([CH3:20])[CH:6]=[CH:7][C:8]([C:10]1[CH:11]=[C:12]([NH:16][C:17](=[O:19])[CH3:18])[CH:13]=[CH:14][CH:15]=1)=[O:9].[CH2:21](I)[CH3:22]. Product: [CH3:20][N:5]([CH3:4])[CH:6]=[CH:7][C:8]([C:10]1[CH:11]=[C:12]([N:16]([CH2:21][CH3:22])[C:17](=[O:19])[CH3:18])[CH:13]=[CH:14][CH:15]=1)=[O:9]. The catalyst class is: 9. (2) Reactant: [C:1]([C:3]1[C:12]2[C:7](=[CH:8][CH:9]=[C:10]([O:13][C:14]3[CH:19]=[CH:18][CH:17]=[CH:16][CH:15]=3)[CH:11]=2)[C:6]([OH:20])=[C:5]([C:21]([NH:23][CH2:24][CH2:25][C:26](=[O:31])[C:27]([O:29]C)=[O:28])=[O:22])[N:4]=1)#[N:2].O.CCOC(C)=O.Cl. Product: [C:1]([C:3]1[C:12]2[C:7](=[CH:8][CH:9]=[C:10]([O:13][C:14]3[CH:15]=[CH:16][CH:17]=[CH:18][CH:19]=3)[CH:11]=2)[C:6]([OH:20])=[C:5]([C:21]([NH:23][CH2:24][CH2:25][C:26](=[O:31])[C:27]([OH:29])=[O:28])=[O:22])[N:4]=1)#[N:2]. The catalyst class is: 273. (3) Reactant: Br[CH2:2][F:3].[NH+]1C=CC=CC=1.[O:10]1[C:15]2[CH:16]=[CH:17][CH:18]=[CH:19][C:14]=2[O:13][CH2:12][C@@H:11]1[C:20]([N:22]1[CH2:27][CH2:26][CH2:25][C@H:24]([C:28]2[CH:33]=[CH:32][CH:31]=[C:30]([OH:34])[CH:29]=2)[CH2:23]1)=[O:21].C([O-])([O-])=O.[K+].[K+]. Product: [O:10]1[C:15]2[CH:16]=[CH:17][CH:18]=[CH:19][C:14]=2[O:13][CH2:12][C@@H:11]1[C:20]([N:22]1[CH2:27][CH2:26][CH2:25][C@H:24]([C:28]2[CH:33]=[CH:32][CH:31]=[C:30]([O:34][CH2:2][F:3])[CH:29]=2)[CH2:23]1)=[O:21]. The catalyst class is: 10. (4) Reactant: [OH:1][C@@H:2]1[C@H:7]([OH:8])[CH2:6][CH2:5][CH2:4][C@H:3]1[N:9]1[C:17](=[O:18])[C:16]2[C:11](=[CH:12][CH:13]=[CH:14][CH:15]=2)[C:10]1=[O:19].[C:20]1(C)[CH:25]=CC(S(O)(=O)=O)=C[CH:21]=1. Product: [CH3:21][C:20]1([CH3:25])[O:8][C@@H:7]2[CH2:6][CH2:5][CH2:4][C@@H:3]([N:9]3[C:10](=[O:19])[C:11]4[C:16](=[CH:15][CH:14]=[CH:13][CH:12]=4)[C:17]3=[O:18])[C@@H:2]2[O:1]1. The catalyst class is: 21.